Dataset: Full USPTO retrosynthesis dataset with 1.9M reactions from patents (1976-2016). Task: Predict the reactants needed to synthesize the given product. (1) Given the product [ClH:16].[ClH:16].[F:28][C:25]1[CH:26]=[CH:27][C:22]([C:20](=[O:21])[CH2:19][CH2:18][CH2:17][N:5]2[CH2:6][CH2:7][N:2]([CH3:1])[CH2:3][CH2:4]2)=[CH:23][CH:24]=1, predict the reactants needed to synthesize it. The reactants are: [CH3:1][N:2]1[CH2:7][CH2:6][NH:5][CH2:4][CH2:3]1.C(=O)([O-])[O-].[Na+].[Na+].[I-].[Na+].[Cl:16][CH2:17][CH2:18][CH2:19][C:20]([C:22]1[CH:27]=[CH:26][C:25]([F:28])=[CH:24][CH:23]=1)=[O:21]. (2) Given the product [NH2:11][C:14]1[CH:15]=[C:16]2[C:17](=[CH:23][CH:24]=1)[C:18]([OH:19])=[N:3][N:2]=[C:21]2[OH:20], predict the reactants needed to synthesize it. The reactants are: C1C2C(=CC=CC=2)C=[N:3][N:2]=1.[N+:11]([C:14]1[CH:15]=[C:16]2[C:21](=O)[O:20][C:18](=[O:19])[C:17]2=[CH:23][CH:24]=1)([O-])=O.NN.